From a dataset of Forward reaction prediction with 1.9M reactions from USPTO patents (1976-2016). Predict the product of the given reaction. (1) The product is: [Cl:25][C:10]1[N:11]=[N:12][C:7]([N:1]2[CH2:2][CH2:3][CH2:4][CH2:5][CH2:6]2)=[C:8]2[O:16][CH2:15][CH2:14][O:13][C:9]=12. Given the reactants [N:1]1([C:7]2[N:12]=[N:11][CH:10]=[C:9]3[O:13][CH2:14][CH2:15][O:16][C:8]=23)[CH2:6][CH2:5][CH2:4][CH2:3][CH2:2]1.C([N-]C(C)C)(C)C.[Li+].[Cl:25]C(Cl)(Cl)C(Cl)(Cl)Cl, predict the reaction product. (2) Given the reactants [CH2:1]([N:3]1[CH:7]=[C:6]([NH:8][C:9]2[N:14]=[CH:13][C:12]([O:15][CH2:16][C:17]3[CH:18]=[C:19]([CH:24]=[C:25]([O:28][CH3:29])[C:26]=3[F:27])[C:20]([O:22]C)=O)=[CH:11][N:10]=2)[CH:5]=[N:4]1)[CH3:2].[OH-].[Na+].Cl.CN.[CH3:35][N:36](C(ON1N=NC2C=CC=NC1=2)=[N+](C)C)C.F[P-](F)(F)(F)(F)F.CCN(C(C)C)C(C)C, predict the reaction product. The product is: [CH2:1]([N:3]1[CH:7]=[C:6]([NH:8][C:9]2[N:14]=[CH:13][C:12]([O:15][CH2:16][C:17]3[CH:18]=[C:19]([CH:24]=[C:25]([O:28][CH3:29])[C:26]=3[F:27])[C:20]([NH:36][CH3:35])=[O:22])=[CH:11][N:10]=2)[CH:5]=[N:4]1)[CH3:2]. (3) Given the reactants [CH3:1][CH:2]([O:4][C:5]1[CH:6]=[CH:7][C:8]2[NH:12][C:11](=[O:13])[N:10]([CH:14]3[CH2:19][CH2:18][NH:17][CH2:16][CH2:15]3)[C:9]=2[CH:20]=1)[CH3:3].[O:21]1[CH2:26][CH2:25][C:24](=O)[CH2:23][CH2:22]1.C(O[BH-](OC(=O)C)OC(=O)C)(=O)C.[Na+].C(N(CC)CC)C.[OH-].[Na+].[Cl:51]CCl, predict the reaction product. The product is: [ClH:51].[CH3:3][CH:2]([O:4][C:5]1[CH:6]=[CH:7][C:8]2[NH:12][C:11](=[O:13])[N:10]([CH:14]3[CH2:15][CH2:16][N:17]([CH:24]4[CH2:25][CH2:26][O:21][CH2:22][CH2:23]4)[CH2:18][CH2:19]3)[C:9]=2[CH:20]=1)[CH3:1]. (4) Given the reactants Br[C:2]1[CH:15]=[C:14]2[C:5]([N:6]3[C:11]([CH2:12][O:13]2)=[N:10][NH:9][C:8](=[O:16])[C@H:7]3[CH3:17])=[CH:4][C:3]=1[NH:18][C:19]1([CH3:24])[CH2:22][N:21]([CH3:23])[CH2:20]1.[CH2:25]([O:27]/[CH:28]=[CH:29]/B1OC(C)(C)C(C)(C)O1)[CH3:26].C([O-])([O-])=O.[K+].[K+], predict the reaction product. The product is: [CH3:23][N:21]1[CH2:22][C:19]([NH:18][C:3]2[CH:4]=[C:5]3[C:14](=[CH:15][C:2]=2/[CH:26]=[CH:25]/[O:27][CH2:28][CH3:29])[O:13][CH2:12][C:11]2[N:6]3[C@H:7]([CH3:17])[C:8](=[O:16])[NH:9][N:10]=2)([CH3:24])[CH2:20]1. (5) Given the reactants [CH:1]1([CH:7]([NH:25][C:26]2[CH:34]=[CH:33][C:29]([C:30](O)=[O:31])=[CH:28][CH:27]=2)[C:8]2[CH:12]=[C:11]([C:13]3[CH:18]=[CH:17][C:16]([C:19]([F:22])([F:21])[F:20])=[CH:15][CH:14]=3)[O:10][C:9]=2[CH2:23][CH3:24])[CH2:6][CH2:5][CH2:4][CH2:3][CH2:2]1.Cl.[OH:36][CH:37]([CH2:42][NH:43][CH3:44])[C:38]([O:40]C)=[O:39].Cl.C(N=C=NCCCN(C)C)C.O.OC1C2N=NNC=2C=CC=1, predict the reaction product. The product is: [CH:1]1([CH:7]([NH:25][C:26]2[CH:27]=[CH:28][C:29]([C:30]([N:43]([CH3:44])[CH2:42][CH:37]([OH:36])[C:38]([OH:40])=[O:39])=[O:31])=[CH:33][CH:34]=2)[C:8]2[CH:12]=[C:11]([C:13]3[CH:18]=[CH:17][C:16]([C:19]([F:22])([F:20])[F:21])=[CH:15][CH:14]=3)[O:10][C:9]=2[CH2:23][CH3:24])[CH2:6][CH2:5][CH2:4][CH2:3][CH2:2]1. (6) Given the reactants [H-].[H-].[H-].[H-].[Li+].[Al+3].[OH:7][C:8]1([C:14]#[N:15])[CH2:13][CH2:12][O:11][CH2:10][CH2:9]1.[ClH:16].O1CCOCC1, predict the reaction product. The product is: [ClH:16].[NH2:15][CH2:14][C:8]1([OH:7])[CH2:13][CH2:12][O:11][CH2:10][CH2:9]1. (7) Given the reactants C(Cl)(=O)C(Cl)=O.CS(C)=O.[CH2:11]([CH:18]([CH:21](O)[CH3:22])[CH2:19]O)[C:12]1[CH:17]=[CH:16][CH:15]=[CH:14][CH:13]=1.C(N(CC)CC)C.[NH2:31][C:32]1[C:36]([C:37]([O:39][CH2:40][CH3:41])=[O:38])=[CH:35][NH:34][N:33]=1, predict the reaction product. The product is: [CH2:11]([C:18]1[CH:19]=[N:31][C:32]2[N:33]([N:34]=[CH:35][C:36]=2[C:37]([O:39][CH2:40][CH3:41])=[O:38])[C:21]=1[CH3:22])[C:12]1[CH:17]=[CH:16][CH:15]=[CH:14][CH:13]=1. (8) Given the reactants [Cl-].[CH3:2][O:3][CH2:4][P+](C1C=CC=CC=1)(C1C=CC=CC=1)C1C=CC=CC=1.CC([O-])(C)C.[K+].[Br:30][C:31]1[C:32]([O:39][CH3:40])=[N:33][CH:34]=[C:35]([CH:38]=1)[CH:36]=O, predict the reaction product. The product is: [Br:30][C:31]1[C:32]([O:39][CH3:40])=[N:33][CH:34]=[C:35](/[CH:36]=[CH:2]/[O:3][CH3:4])[CH:38]=1. (9) The product is: [C:1]([O:5][C:6]([NH:7][C@@H:8]1[CH2:10][C@H:9]1[C:11]1[S:12][CH:13]=[C:14]([C:6]([O:5][CH3:1])=[O:17])[CH:15]=1)=[O:17])([CH3:4])([CH3:3])[CH3:2]. Given the reactants [C:1]([O:5][C:6](=[O:17])[NH:7][C@@H:8]1[CH2:10][C@H:9]1[C:11]1[S:12][CH:13]=[C:14](Br)[CH:15]=1)([CH3:4])([CH3:3])[CH3:2].C(N(CC)CC)C, predict the reaction product.